Dataset: Peptide-MHC class II binding affinity with 134,281 pairs from IEDB. Task: Regression. Given a peptide amino acid sequence and an MHC pseudo amino acid sequence, predict their binding affinity value. This is MHC class II binding data. (1) The peptide sequence is FPPNGTHSWEYWGAQ. The binding affinity (normalized) is 0. The MHC is HLA-DPA10201-DPB10501 with pseudo-sequence HLA-DPA10201-DPB10501. (2) The peptide sequence is RKRRSHDVLTVQFLI. The MHC is H-2-IAd with pseudo-sequence H-2-IAd. The binding affinity (normalized) is 0.316.